Dataset: Forward reaction prediction with 1.9M reactions from USPTO patents (1976-2016). Task: Predict the product of the given reaction. (1) Given the reactants [CH2:1]([N:3]([CH:16]1[CH2:21][CH2:20][CH2:19][C:18]([C:22]2[CH:27]=[CH:26][N:25]=[CH:24][CH:23]=2)=[CH:17]1)[C:4]1[CH:11]=[CH:10][C:7]([C:8]#[N:9])=[C:6]([C:12]([F:15])([F:14])[F:13])[CH:5]=1)[CH3:2], predict the reaction product. The product is: [CH2:1]([N:3]([C@H:16]1[CH2:21][CH2:20][CH2:19][C@@H:18]([C:22]2[CH:27]=[CH:26][N:25]=[CH:24][CH:23]=2)[CH2:17]1)[C:4]1[CH:11]=[CH:10][C:7]([C:8]#[N:9])=[C:6]([C:12]([F:14])([F:13])[F:15])[CH:5]=1)[CH3:2]. (2) Given the reactants [NH2:1][C:2]1[N:10]=[CH:9][N:8]=[C:7]2[C:3]=1[N:4]=[C:5]([S:24][C:25]1[CH:33]=[CH:32][C:28]3[O:29][CH2:30][O:31][C:27]=3[CH:26]=1)[N:6]2[CH:11]1[CH2:16][CH2:15][N:14]([C:17]([O:19][C:20]([CH3:23])([CH3:22])[CH3:21])=[O:18])[CH2:13][CH2:12]1.[Br:34]Br, predict the reaction product. The product is: [NH2:1][C:2]1[N:10]=[CH:9][N:8]=[C:7]2[C:3]=1[N:4]=[C:5]([S:24][C:25]1[C:33]([Br:34])=[CH:32][C:28]3[O:29][CH2:30][O:31][C:27]=3[CH:26]=1)[N:6]2[CH:11]1[CH2:12][CH2:13][N:14]([C:17]([O:19][C:20]([CH3:23])([CH3:22])[CH3:21])=[O:18])[CH2:15][CH2:16]1. (3) Given the reactants Cl[C:2]1[CH:7]=[C:6]([I:8])[CH:5]=[C:4]([Cl:9])[N:3]=1.[NH2:10][C@H:11]1[CH2:16][CH2:15][C@H:14]([OH:17])[CH2:13][CH2:12]1.CN(C)C=O.O1CCOCC1, predict the reaction product. The product is: [Cl:9][C:4]1[N:3]=[C:2]([NH:10][C@H:11]2[CH2:16][CH2:15][C@H:14]([OH:17])[CH2:13][CH2:12]2)[CH:7]=[C:6]([I:8])[CH:5]=1.